Dataset: NCI-60 drug combinations with 297,098 pairs across 59 cell lines. Task: Regression. Given two drug SMILES strings and cell line genomic features, predict the synergy score measuring deviation from expected non-interaction effect. (1) Drug 1: CCCCC(=O)OCC(=O)C1(CC(C2=C(C1)C(=C3C(=C2O)C(=O)C4=C(C3=O)C=CC=C4OC)O)OC5CC(C(C(O5)C)O)NC(=O)C(F)(F)F)O. Drug 2: C1CN1C2=NC(=NC(=N2)N3CC3)N4CC4. Cell line: 786-0. Synergy scores: CSS=45.5, Synergy_ZIP=5.98, Synergy_Bliss=6.64, Synergy_Loewe=-6.75, Synergy_HSA=1.65. (2) Drug 1: CCC1(CC2CC(C3=C(CCN(C2)C1)C4=CC=CC=C4N3)(C5=C(C=C6C(=C5)C78CCN9C7C(C=CC9)(C(C(C8N6C=O)(C(=O)OC)O)OC(=O)C)CC)OC)C(=O)OC)O.OS(=O)(=O)O. Drug 2: CCC1(C2=C(COC1=O)C(=O)N3CC4=CC5=C(C=CC(=C5CN(C)C)O)N=C4C3=C2)O.Cl. Cell line: MOLT-4. Synergy scores: CSS=88.1, Synergy_ZIP=2.05, Synergy_Bliss=2.07, Synergy_Loewe=-1.78, Synergy_HSA=2.34. (3) Drug 1: C1=CC(=CC=C1CCC2=CNC3=C2C(=O)NC(=N3)N)C(=O)NC(CCC(=O)O)C(=O)O. Drug 2: CC=C1C(=O)NC(C(=O)OC2CC(=O)NC(C(=O)NC(CSSCCC=C2)C(=O)N1)C(C)C)C(C)C. Cell line: CAKI-1. Synergy scores: CSS=26.2, Synergy_ZIP=-0.435, Synergy_Bliss=-1.19, Synergy_Loewe=-1.68, Synergy_HSA=0.350. (4) Drug 1: C1=NC2=C(N1)C(=S)N=C(N2)N. Drug 2: CC12CCC3C(C1CCC2OP(=O)(O)O)CCC4=C3C=CC(=C4)OC(=O)N(CCCl)CCCl.[Na+]. Cell line: NCI-H522. Synergy scores: CSS=20.0, Synergy_ZIP=-13.6, Synergy_Bliss=-11.7, Synergy_Loewe=-18.8, Synergy_HSA=-9.49. (5) Drug 1: C1=CC=C(C=C1)NC(=O)CCCCCCC(=O)NO. Drug 2: C1=NNC2=C1C(=O)NC=N2. Cell line: NCI-H322M. Synergy scores: CSS=2.82, Synergy_ZIP=-0.485, Synergy_Bliss=1.27, Synergy_Loewe=-1.90, Synergy_HSA=-0.103. (6) Drug 1: C1=CC(=CC=C1CC(C(=O)O)N)N(CCCl)CCCl.Cl. Drug 2: C1CN(CCN1C(=O)CCBr)C(=O)CCBr. Cell line: NCIH23. Synergy scores: CSS=56.6, Synergy_ZIP=-5.85, Synergy_Bliss=4.36, Synergy_Loewe=2.96, Synergy_HSA=4.99. (7) Drug 1: CN1CCC(CC1)COC2=C(C=C3C(=C2)N=CN=C3NC4=C(C=C(C=C4)Br)F)OC. Drug 2: C(CCl)NC(=O)N(CCCl)N=O. Cell line: K-562. Synergy scores: CSS=43.2, Synergy_ZIP=2.23, Synergy_Bliss=1.55, Synergy_Loewe=-15.8, Synergy_HSA=0.400. (8) Drug 1: CC12CCC3C(C1CCC2=O)CC(=C)C4=CC(=O)C=CC34C. Drug 2: C1C(C(OC1N2C=NC3=C2NC=NCC3O)CO)O. Cell line: NCI-H522. Synergy scores: CSS=32.5, Synergy_ZIP=-1.71, Synergy_Bliss=-3.08, Synergy_Loewe=-11.2, Synergy_HSA=-2.26. (9) Drug 1: CC1CCC2CC(C(=CC=CC=CC(CC(C(=O)C(C(C(=CC(C(=O)CC(OC(=O)C3CCCCN3C(=O)C(=O)C1(O2)O)C(C)CC4CCC(C(C4)OC)OCCO)C)C)O)OC)C)C)C)OC. Drug 2: C1=NC2=C(N1)C(=S)N=CN2. Cell line: RPMI-8226. Synergy scores: CSS=46.1, Synergy_ZIP=-3.41, Synergy_Bliss=-1.10, Synergy_Loewe=-11.7, Synergy_HSA=0.530. (10) Drug 1: CC1=C(C=C(C=C1)NC2=NC=CC(=N2)N(C)C3=CC4=NN(C(=C4C=C3)C)C)S(=O)(=O)N.Cl. Drug 2: CC1=C2C(C(=O)C3(C(CC4C(C3C(C(C2(C)C)(CC1OC(=O)C(C(C5=CC=CC=C5)NC(=O)OC(C)(C)C)O)O)OC(=O)C6=CC=CC=C6)(CO4)OC(=O)C)O)C)O. Cell line: NCI-H522. Synergy scores: CSS=56.7, Synergy_ZIP=8.96, Synergy_Bliss=8.72, Synergy_Loewe=-60.2, Synergy_HSA=8.95.